From a dataset of Reaction yield outcomes from USPTO patents with 853,638 reactions. Predict the reaction yield, written as a fraction of the theoretical maximum amount of product (1.0 means a 100% yield; for example, 0.34 means a 34% yield). (1) The reactants are [CH3:1][C:2]([CH3:7])([CH2:5][OH:6])[CH2:3][OH:4].N1C=CN=C1.[C:13]([Si:17]([CH3:20])([CH3:19])Cl)([CH3:16])([CH3:15])[CH3:14].O. The catalyst is ClCCl. The product is [C:13]([Si:17]([CH3:20])([CH3:19])[O:4][CH2:3][C:2]([CH3:7])([CH3:1])[CH2:5][OH:6])([CH3:16])([CH3:15])[CH3:14]. The yield is 0.970. (2) The product is [CH3:6][N:7]1[C:16]2[C:11](=[CH:12][C:13]([S:1]([OH:3])(=[O:5])=[O:2])=[CH:14][CH:15]=2)[CH2:10][CH2:9][CH2:8]1. The yield is 0.340. The reactants are [S:1](=[O:5])(=O)([OH:3])[OH:2].[CH3:6][N:7]1[C:16]2[C:11](=[CH:12][CH:13]=[CH:14][CH:15]=2)[CH2:10][CH2:9][CH2:8]1. The catalyst is CCOCC. (3) The reactants are C(OC(=O)[NH:7][CH:8]([CH2:13][C:14]1[CH:19]=[CH:18][C:17]([N+:20]([O-:22])=[O:21])=[CH:16][CH:15]=1)[C:9](=O)[CH2:10][Br:11])(C)(C)C.[C:24](=[S:32])([NH2:31])[C:25]1[CH:30]=[CH:29][CH:28]=[CH:27][CH:26]=1.C(OCC)C. The catalyst is CC#N. The product is [BrH:11].[N+:20]([C:17]1[CH:16]=[CH:15][C:14]([CH2:13][C@@H:8]([C:9]2[N:31]=[C:24]([C:25]3[CH:30]=[CH:29][CH:28]=[CH:27][CH:26]=3)[S:32][CH:10]=2)[NH2:7])=[CH:19][CH:18]=1)([O-:22])=[O:21]. The yield is 0.630. (4) The reactants are Br[C:2]1[O:3][C:4]2[C:24]([O:25]C(=O)C)=[C:23]([O:29][CH3:30])[CH:22]=[CH:21][C:5]=2[C:6]=1[C:7](=[O:20])[C:8]1[CH:13]=[C:12]([O:14][CH3:15])[C:11]([O:16][CH3:17])=[C:10]([O:18][CH3:19])[CH:9]=1.[NH2:31][C:32]1[CH:33]=[N:34][CH:35]=[CH:36][CH:37]=1. The catalyst is C(#N)C.O. The product is [OH:25][C:24]1[C:4]2[O:3][C:2]([NH:31][C:32]3[CH:33]=[N:34][CH:35]=[CH:36][CH:37]=3)=[C:6]([C:7]([C:8]3[CH:13]=[C:12]([O:14][CH3:15])[C:11]([O:16][CH3:17])=[C:10]([O:18][CH3:19])[CH:9]=3)=[O:20])[C:5]=2[CH:21]=[CH:22][C:23]=1[O:29][CH3:30]. The yield is 0.230. (5) The reactants are [Br:1][C:2]1[CH:16]=[CH:15][C:5]2[C:6]3[N:7]([CH:11]=[C:12](I)[N:13]=3)[CH2:8][CH2:9][O:10][C:4]=2[CH:3]=1.C[Si](C)(C)N[Si](C)(C)C.C[N:27]([CH:29]=[O:30])C. The yield is 0.620. The catalyst is [Pd](Cl)Cl.C1(P(C2C=CC=CC=2)C2C=CC=CC=2)C=CC=CC=1.C1(P(C2C=CC=CC=2)C2C=CC=CC=2)C=CC=CC=1. The product is [Br:1][C:2]1[CH:16]=[CH:15][C:5]2[C:6]3[N:7]([CH:11]=[C:12]([C:29]([NH2:27])=[O:30])[N:13]=3)[CH2:8][CH2:9][O:10][C:4]=2[CH:3]=1.